This data is from Full USPTO retrosynthesis dataset with 1.9M reactions from patents (1976-2016). The task is: Predict the reactants needed to synthesize the given product. (1) Given the product [Cl:1][C:2]1[C:11]2[C:6](=[CH:7][CH:8]=[C:9]([O:12][CH2:16][C:15]#[CH:14])[CH:10]=2)[C:5]([CH3:13])=[N:4][N:3]=1, predict the reactants needed to synthesize it. The reactants are: [Cl:1][C:2]1[C:11]2[C:6](=[CH:7][CH:8]=[C:9]([OH:12])[CH:10]=2)[C:5]([CH3:13])=[N:4][N:3]=1.[CH2:14](Br)[C:15]#[CH:16].C([O-])([O-])=O.[K+].[K+].CC(C)=O. (2) Given the product [NH2:3][O:12][CH:13]1[CH2:14][CH2:15][N:16]([C:19]([O:21][CH:22]([CH3:24])[CH3:23])=[O:20])[CH2:17][CH2:18]1, predict the reactants needed to synthesize it. The reactants are: O=C1C2C(=CC=CC=2)C(=O)[N:3]1[O:12][CH:13]1[CH2:18][CH2:17][N:16]([C:19]([O:21][CH:22]([CH3:24])[CH3:23])=[O:20])[CH2:15][CH2:14]1.O.NN. (3) Given the product [Br:8][C:5]1[CH:6]=[CH:7][C:2]2[NH:1][CH:13]([CH3:14])[O:12][C:9]([CH3:10])([CH3:11])[C:3]=2[CH:4]=1, predict the reactants needed to synthesize it. The reactants are: [NH2:1][C:2]1[CH:7]=[CH:6][C:5]([Br:8])=[CH:4][C:3]=1[C:9]([OH:12])([CH3:11])[CH3:10].[C:13]1(C)C=CC=C[CH:14]=1. (4) The reactants are: [NH2:1][C@@H:2]([C:8]([OH:10])=[O:9])[CH2:3][CH2:4][CH2:5][CH2:6][NH2:7].N[C@H](C(O)=O)CCCNC(=N)N.N[C@@H](C(O)=O)CCCNC(=N)N.N[C@H](C(O)=O)CCSC.N[C@@H](C(O)=O)CCSC.N[C@@H](C(O)=O)[C@@H](CC)C.N[C@H](C(O)=O)CCCN. Given the product [NH2:1][C@H:2]([C:8]([OH:10])=[O:9])[CH2:3][CH2:4][CH2:5][CH2:6][NH2:7], predict the reactants needed to synthesize it. (5) Given the product [CH2:1]([O:8][C:9]([NH:11][C@H:12]([C:13]([O:15][CH2:16][CH3:17])=[O:14])[C:18]([F:19])([F:20])[F:21])=[O:10])[C:2]1[CH:3]=[CH:4][CH:5]=[CH:6][CH:7]=1, predict the reactants needed to synthesize it. The reactants are: [CH2:1]([O:8][C:9](/[N:11]=[C:12](/[C:18]([F:21])([F:20])[F:19])\[C:13]([O:15][CH2:16][CH3:17])=[O:14])=[O:10])[C:2]1[CH:7]=[CH:6][CH:5]=[CH:4][CH:3]=1.[BH4-].[Na+]. (6) Given the product [CH3:19][N:20]1[CH:3]2[CH2:2][CH2:1][CH:5]1[CH:11]([C:9]([O:8][CH3:7])=[O:10])[C:12](=[O:13])[CH:14]2[C:15]([O:17][CH3:18])=[O:16], predict the reactants needed to synthesize it. The reactants are: [CH2:1]([CH:5]=O)[CH2:2][CH:3]=O.[CH3:7][O:8][C:9]([CH2:11][C:12]([CH2:14][C:15]([O:17][CH3:18])=[O:16])=[O:13])=[O:10].[CH3:19][NH2:20]. (7) Given the product [CH:28]1([C:26]([NH:25][C:23]2[N:24]=[C:19]3[CH:18]=[CH:17][C:16]([O:15][C:14]4[CH:31]=[CH:32][C:33]([CH3:34])=[C:12]([NH:11][C:8]([C:4]5[S:3][C:2]([CH3:1])=[N:6][C:5]=5[CH3:7])=[O:10])[CH:13]=4)=[N:21][N:20]3[CH:22]=2)=[O:27])[CH2:29][CH2:30]1, predict the reactants needed to synthesize it. The reactants are: [CH3:1][C:2]1[S:3][C:4]([C:8]([OH:10])=O)=[C:5]([CH3:7])[N:6]=1.[NH2:11][C:12]1[CH:13]=[C:14]([CH:31]=[CH:32][C:33]=1[CH3:34])[O:15][C:16]1[CH:17]=[CH:18][C:19]2[N:20]([CH:22]=[C:23]([NH:25][C:26]([CH:28]3[CH2:30][CH2:29]3)=[O:27])[N:24]=2)[N:21]=1.ON1C2C=CC=CC=2N=N1.Cl.C(N=C=NCCCN(C)C)C.C(N(CC)CC)C. (8) Given the product [Cl:17][C:2]1[S:3][C:4]([C:7]2[CH:12]=[CH:11][CH:10]=[CH:9][CH:8]=2)=[N:5][N:6]=1, predict the reactants needed to synthesize it. The reactants are: N[C:2]1[S:3][C:4]([C:7]2[CH:12]=[CH:11][CH:10]=[CH:9][CH:8]=2)=[N:5][N:6]=1.N([O-])=O.[Na+].[ClH:17].